Dataset: Full USPTO retrosynthesis dataset with 1.9M reactions from patents (1976-2016). Task: Predict the reactants needed to synthesize the given product. (1) Given the product [CH2:16]([O:15][C:11]1[CH:10]=[C:9]([F:18])[C:8]([CH:5]([O:6][CH3:7])[C:4]([OH:19])=[O:3])=[C:13]([F:14])[CH:12]=1)[CH3:17], predict the reactants needed to synthesize it. The reactants are: C([O:3][C:4](=[O:19])[CH:5]([C:8]1[C:13]([F:14])=[CH:12][C:11]([O:15][CH2:16][CH3:17])=[CH:10][C:9]=1[F:18])[O:6][CH3:7])C.[Li+].[OH-].Cl. (2) The reactants are: Cl.Cl.Cl.[O:4]1[C:8]2=[C:9]([N:13]3[CH2:18][CH2:17][N:16]([CH2:19][CH2:20][C@H:21]4[CH2:26][CH2:25][C@H:24]([NH2:27])[CH2:23][CH2:22]4)[CH2:15][CH2:14]3)[N:10]=[CH:11][CH:12]=[C:7]2[CH2:6][CH2:5]1.[OH:28][C:29]([CH3:35])([CH3:34])[CH2:30][C:31](O)=[O:32]. Given the product [O:4]1[C:8]2=[C:9]([N:13]3[CH2:18][CH2:17][N:16]([CH2:19][CH2:20][C@H:21]4[CH2:26][CH2:25][C@H:24]([NH:27][C:31](=[O:32])[CH2:30][C:29]([OH:28])([CH3:35])[CH3:34])[CH2:23][CH2:22]4)[CH2:15][CH2:14]3)[N:10]=[CH:11][CH:12]=[C:7]2[CH2:6][CH2:5]1, predict the reactants needed to synthesize it. (3) Given the product [CH2:1]([C:3]1[S:4][CH:5]=[C:6](/[CH:8]=[CH:9]/[C:10]2[C:11]([O:21][CH2:22][C:23]3[CH:44]=[CH:43][C:26]([O:27][CH2:28][C:29]4[N:30]=[C:31]([C:35]5[CH:36]=[C:37]([C:38]6[NH:49][N:48]=[N:47][N:39]=6)[CH:40]=[CH:41][CH:42]=5)[O:32][C:33]=4[CH3:34])=[C:25]([O:45][CH3:46])[CH:24]=3)=[N:12][N:13]([C:15]3[CH:16]=[CH:17][CH:18]=[CH:19][CH:20]=3)[CH:14]=2)[N:7]=1)[CH3:2], predict the reactants needed to synthesize it. The reactants are: [CH2:1]([C:3]1[S:4][CH:5]=[C:6](/[CH:8]=[CH:9]/[C:10]2[C:11]([O:21][CH2:22][C:23]3[CH:44]=[CH:43][C:26]([O:27][CH2:28][C:29]4[N:30]=[C:31]([C:35]5[CH:36]=[C:37]([CH:40]=[CH:41][CH:42]=5)[C:38]#[N:39])[O:32][C:33]=4[CH3:34])=[C:25]([O:45][CH3:46])[CH:24]=3)=[N:12][N:13]([C:15]3[CH:20]=[CH:19][CH:18]=[CH:17][CH:16]=3)[CH:14]=2)[N:7]=1)[CH3:2].[N-:47]=[N+:48]=[N-:49].[Na+].[Cl-].[NH4+].CN(C)C=O. (4) The reactants are: C(=O)([O-])[O-].[K+].[K+].[I-].[Na+].[CH3:9][CH:10]([CH3:26])[C:11]([NH:13][C:14]1[CH:19]=[CH:18][CH:17]=[C:16]([CH:20]2[CH2:25][CH2:24][NH:23][CH2:22][CH2:21]2)[CH:15]=1)=[O:12].Cl[CH2:28][CH2:29][C@@H:30]([O:37][C:38]1[CH:43]=[CH:42][C:41]([O:44][CH3:45])=[C:40]([O:46][CH3:47])[CH:39]=1)[C:31]1[CH:36]=[CH:35][CH:34]=[CH:33][CH:32]=1. Given the product [CH3:47][O:46][C:40]1[CH:39]=[C:38]([CH:43]=[CH:42][C:41]=1[O:44][CH3:45])[O:37][C@@H:30]([C:31]1[CH:36]=[CH:35][CH:34]=[CH:33][CH:32]=1)[CH2:29][CH2:28][N:23]1[CH2:24][CH2:25][CH:20]([C:16]2[CH:15]=[C:14]([NH:13][C:11](=[O:12])[CH:10]([CH3:26])[CH3:9])[CH:19]=[CH:18][CH:17]=2)[CH2:21][CH2:22]1, predict the reactants needed to synthesize it. (5) Given the product [CH2:35]([C:6]1([C:4]([OH:5])=[O:3])[CH2:11][CH2:10][N:9]([C:12]2[N:13]=[CH:14][C:15]([C:18]3[CH:19]=[C:20]([CH:33]=[O:34])[C:21]4[S:25][C:24]([NH:26][C:27](=[O:31])[NH:28][CH2:29][CH3:30])=[N:23][C:22]=4[CH:32]=3)=[CH:16][N:17]=2)[CH2:8][CH2:7]1)[CH3:36], predict the reactants needed to synthesize it. The reactants are: C([O:3][C:4]([C:6]1([CH2:35][CH3:36])[CH2:11][CH2:10][N:9]([C:12]2[N:17]=[CH:16][C:15]([C:18]3[CH:19]=[C:20]([CH:33]=[O:34])[C:21]4[S:25][C:24]([NH:26][C:27](=[O:31])[NH:28][CH2:29][CH3:30])=[N:23][C:22]=4[CH:32]=3)=[CH:14][N:13]=2)[CH2:8][CH2:7]1)=[O:5])C.CO.[OH-].[K+].